From a dataset of NCI-60 drug combinations with 297,098 pairs across 59 cell lines. Regression. Given two drug SMILES strings and cell line genomic features, predict the synergy score measuring deviation from expected non-interaction effect. (1) Drug 2: CCC1(C2=C(COC1=O)C(=O)N3CC4=CC5=C(C=CC(=C5CN(C)C)O)N=C4C3=C2)O.Cl. Synergy scores: CSS=41.9, Synergy_ZIP=-0.522, Synergy_Bliss=3.76, Synergy_Loewe=-10.2, Synergy_HSA=5.40. Cell line: HCT-15. Drug 1: C1CCC(CC1)NC(=O)N(CCCl)N=O. (2) Drug 1: CCC1(CC2CC(C3=C(CCN(C2)C1)C4=CC=CC=C4N3)(C5=C(C=C6C(=C5)C78CCN9C7C(C=CC9)(C(C(C8N6C=O)(C(=O)OC)O)OC(=O)C)CC)OC)C(=O)OC)O.OS(=O)(=O)O. Drug 2: C1CN(P(=O)(OC1)NCCCl)CCCl. Cell line: IGROV1. Synergy scores: CSS=5.42, Synergy_ZIP=-0.690, Synergy_Bliss=1.65, Synergy_Loewe=-28.8, Synergy_HSA=1.81. (3) Drug 1: CCCCC(=O)OCC(=O)C1(CC(C2=C(C1)C(=C3C(=C2O)C(=O)C4=C(C3=O)C=CC=C4OC)O)OC5CC(C(C(O5)C)O)NC(=O)C(F)(F)F)O. Drug 2: CC1C(C(CC(O1)OC2CC(CC3=C2C(=C4C(=C3O)C(=O)C5=C(C4=O)C(=CC=C5)OC)O)(C(=O)CO)O)N)O.Cl. Cell line: SK-OV-3. Synergy scores: CSS=28.3, Synergy_ZIP=-0.541, Synergy_Bliss=-2.06, Synergy_Loewe=-1.68, Synergy_HSA=-1.07. (4) Drug 1: COC1=C2C(=CC3=C1OC=C3)C=CC(=O)O2. Drug 2: CCC1(C2=C(COC1=O)C(=O)N3CC4=CC5=C(C=CC(=C5CN(C)C)O)N=C4C3=C2)O.Cl. Cell line: 786-0. Synergy scores: CSS=2.77, Synergy_ZIP=-12.7, Synergy_Bliss=-25.4, Synergy_Loewe=-48.4, Synergy_HSA=-25.0.